This data is from Full USPTO retrosynthesis dataset with 1.9M reactions from patents (1976-2016). The task is: Predict the reactants needed to synthesize the given product. (1) The reactants are: [CH2:1]([O:8][C:9]([NH:11][C@H:12]([C:47]([O:49]CC(=O)C1C=CC=CC=1)=[O:48])[CH2:13][O:14][C:15]([C@@H:17]1[CH2:21][CH2:20][CH2:19][N:18]1[C:22](=[O:46])[C@@H:23]([NH:25][C:26]([C@@H:28]([N:30]([CH3:45])[C:31]([C@@H:33]1[CH2:37][CH2:36][CH2:35][N:34]1[C:38]([O:40][C:41]([CH3:44])([CH3:43])[CH3:42])=[O:39])=[O:32])[CH3:29])=[O:27])[CH3:24])=[O:16])=[O:10])[C:2]1[CH:7]=[CH:6][CH:5]=[CH:4][CH:3]=1. Given the product [CH2:1]([O:8][C:9]([NH:11][C@H:12]([C:47]([OH:49])=[O:48])[CH2:13][O:14][C:15]([C@@H:17]1[CH2:21][CH2:20][CH2:19][N:18]1[C:22](=[O:46])[C@@H:23]([NH:25][C:26]([C@@H:28]([N:30]([CH3:45])[C:31]([C@@H:33]1[CH2:37][CH2:36][CH2:35][N:34]1[C:38]([O:40][C:41]([CH3:42])([CH3:43])[CH3:44])=[O:39])=[O:32])[CH3:29])=[O:27])[CH3:24])=[O:16])=[O:10])[C:2]1[CH:7]=[CH:6][CH:5]=[CH:4][CH:3]=1, predict the reactants needed to synthesize it. (2) Given the product [CH:27]1([NH:30][C:24]([C:17]2[C:18]3[C:23](=[CH:22][CH:21]=[CH:20][CH:19]=3)[N:15]([C:6]3[C:5]4[C:10](=[CH:11][C:12]([O:13][CH3:14])=[C:3]([O:2][CH3:1])[CH:4]=4)[N:9]=[N:8][CH:7]=3)[N:16]=2)=[O:26])[CH2:29][CH2:28]1, predict the reactants needed to synthesize it. The reactants are: [CH3:1][O:2][C:3]1[CH:4]=[C:5]2[C:10](=[CH:11][C:12]=1[O:13][CH3:14])[N:9]=[N:8][CH:7]=[C:6]2[N:15]1[C:23]2[C:18](=[CH:19][CH:20]=[CH:21][CH:22]=2)[C:17]([C:24]([OH:26])=O)=[N:16]1.[CH:27]1([NH2:30])[CH2:29][CH2:28]1.C(N=C=NC(C)C)(C)C.ON1C2C=CC=CC=2N=N1. (3) Given the product [CH3:10][N:7]([O:8][CH3:9])[C:5](=[O:6])[CH2:4][CH2:3][CH2:2][N:17]1[CH2:22][CH2:21][O:20][CH2:19][CH2:18]1, predict the reactants needed to synthesize it. The reactants are: Cl[CH2:2][CH2:3][CH2:4][C:5]([N:7]([CH3:10])[O:8][CH3:9])=[O:6].C([O-])([O-])=O.[K+].[K+].[NH:17]1[CH2:22][CH2:21][O:20][CH2:19][CH2:18]1.